From a dataset of Reaction yield outcomes from USPTO patents with 853,638 reactions. Predict the reaction yield, written as a fraction of the theoretical maximum amount of product (1.0 means a 100% yield; for example, 0.34 means a 34% yield). The yield is 0.630. The catalyst is C1(C)C=CC=CC=1.O.C(Cl)(Cl)Cl.CC(O)C.C([O-])(=O)C.[Pd+2].C([O-])(=O)C. The reactants are [F:1][C:2]1[CH:7]=[CH:6][C:5](I)=[CH:4][N:3]=1.[CH:9]1(B(O)O)[CH2:11][CH2:10]1.P([O-])([O-])([O-])=O.[K+].[K+].[K+]. The product is [CH:9]1([C:5]2[CH:6]=[CH:7][C:2]([F:1])=[N:3][CH:4]=2)[CH2:11][CH2:10]1.